This data is from Forward reaction prediction with 1.9M reactions from USPTO patents (1976-2016). The task is: Predict the product of the given reaction. (1) Given the reactants [F:1][C:2]1[CH:7]=[C:6]([N+:8]([O-])=O)[CH:5]=[CH:4][C:3]=1[N:11]1[CH2:16][CH2:15][S:14](=[O:18])(=[O:17])[CH2:13][CH2:12]1, predict the reaction product. The product is: [O:18]=[S:14]1(=[O:17])[CH2:13][CH2:12][N:11]([C:3]2[CH:4]=[CH:5][C:6]([NH2:8])=[CH:7][C:2]=2[F:1])[CH2:16][CH2:15]1. (2) Given the reactants C(C1C=CC(C(ON2C(=O)CCC2=O)=O)=CC=1)=O.[NH2:19][C:20]1[C:29]2[N:30]=[C:31]([CH2:52][CH2:53][CH2:54][CH3:55])[N:32]([O:33][CH2:34][CH2:35][CH2:36][CH2:37][NH:38][C:39](=[O:51])[C:40]3[CH:45]=[CH:44][C:43]([NH:46][N:47]=C(C)C)=[N:42][CH:41]=3)[C:28]=2[C:27]2[CH:26]=[CH:25][CH:24]=[CH:23][C:22]=2[N:21]=1, predict the reaction product. The product is: [NH2:19][C:20]1[C:29]2[N:30]=[C:31]([CH2:52][CH2:53][CH2:54][CH3:55])[N:32]([O:33][CH2:34][CH2:35][CH2:36][CH2:37][NH:38][C:39](=[O:51])[C:40]3[CH:45]=[CH:44][C:43]([NH:46][NH2:47])=[N:42][CH:41]=3)[C:28]=2[C:27]2[CH:26]=[CH:25][CH:24]=[CH:23][C:22]=2[N:21]=1. (3) Given the reactants Cl[CH2:2][Si:3]([O:6][CH3:7])([CH3:5])[CH3:4].[C:8]([O-:11])(=[O:10])[CH3:9].[Na+], predict the reaction product. The product is: [C:8]([O:11][CH2:2][Si:3]([O:6][CH3:7])([CH3:5])[CH3:4])(=[O:10])[CH3:9]. (4) Given the reactants [CH2:1]([C@@:4]1([C:21]2[CH:26]=[CH:25][C:24]([F:27])=[CH:23][CH:22]=2)[O:9][C:8](=[O:10])[N:7]([C@H:11]([C:13]2[CH:18]=[CH:17][C:16]([O:19]C)=[CH:15][CH:14]=2)[CH3:12])[CH2:6][CH2:5]1)[CH:2]=[CH2:3].B(Br)(Br)Br, predict the reaction product. The product is: [CH2:1]([C@@:4]1([C:21]2[CH:22]=[CH:23][C:24]([F:27])=[CH:25][CH:26]=2)[O:9][C:8](=[O:10])[N:7]([C@H:11]([C:13]2[CH:18]=[CH:17][C:16]([OH:19])=[CH:15][CH:14]=2)[CH3:12])[CH2:6][CH2:5]1)[CH:2]=[CH2:3]. (5) The product is: [CH3:1][C:2]1[C:7]([CH3:8])=[CH:6][CH:5]=[CH:4][C:3]=1[NH:9][C:10](=[O:16])[CH2:11][CH2:12][C:13]([O:15][CH3:17])=[O:14]. Given the reactants [CH3:1][C:2]1[C:7]([CH3:8])=[CH:6][CH:5]=[CH:4][C:3]=1[NH:9][C:10](=[O:16])[CH2:11][CH2:12][C:13]([OH:15])=[O:14].[CH3:17][SiH](C)C, predict the reaction product. (6) The product is: [Cl:13][C:10]1[N:9]=[C:8]([C:14]2[NH:15][C:16]3[C:21]([CH:22]=2)=[CH:20][C:19]([F:23])=[CH:18][CH:17]=3)[C:7]([CH:26]=[CH2:27])=[CH:12][CH:11]=1. Given the reactants FC(F)(F)S(O[C:7]1[C:8]([C:14]2[NH:15][C:16]3[C:21]([CH:22]=2)=[CH:20][C:19]([F:23])=[CH:18][CH:17]=3)=[N:9][C:10]([Cl:13])=[CH:11][CH:12]=1)(=O)=O.[CH2:26]([Sn](CCCC)(CCCC)C=C)[CH2:27]CC.[Li+].[Cl-], predict the reaction product. (7) The product is: [F:1][C:2]1[CH:3]=[C:4]([NH:5][C:12](=[O:14])[CH:11]=[N:25][OH:26])[CH:6]=[C:7]([F:9])[CH:8]=1. Given the reactants [F:1][C:2]1[CH:3]=[C:4]([CH:6]=[C:7]([F:9])[CH:8]=1)[NH2:5].Cl[C:11](Cl)(Cl)[CH:12]([OH:14])O.S([O-])([O-])(=O)=O.[Na+].[Na+].Cl.[NH2:25][OH:26], predict the reaction product. (8) Given the reactants F[C:2]1[CH:3]=[C:4]2[C:9](=[CH:10][CH:11]=1)[CH:8]=[N:7][C:6]([O:12][S:13]([C:16]([F:19])([F:18])[F:17])(=[O:15])=[O:14])=[CH:5]2.O[C:21]1[N:22]=CC2C(C=1)=CC=CC=2C#N, predict the reaction product. The product is: [C:21]([C:10]1[CH:11]=[CH:2][CH:3]=[C:4]2[C:9]=1[CH:8]=[N:7][C:6]([O:12][S:13]([C:16]([F:19])([F:18])[F:17])(=[O:15])=[O:14])=[CH:5]2)#[N:22].